Dataset: Forward reaction prediction with 1.9M reactions from USPTO patents (1976-2016). Task: Predict the product of the given reaction. Given the reactants [C:1]([O:7][C@@H:8]1[C@@H:13]([O:14][C:15](=[O:20])[C:16]([CH3:19])([CH3:18])[CH3:17])[C@H:12]([O:21][C:22](=[O:27])[C:23]([CH3:26])([CH3:25])[CH3:24])[C@@H:11]([CH2:28][O:29][C:30](=[O:35])[C:31]([CH3:34])([CH3:33])[CH3:32])[O:10][C@H:9]1[O:36][C:37]1[C:45]2[C:40](=[N:41][CH:42]=[CH:43][C:44]=2[CH2:46][CH2:47][C:48]2[CH:53]=[CH:52][C:51]([O:54][C:55](=[O:60])[C:56]([CH3:59])([CH3:58])[CH3:57])=[CH:50][CH:49]=2)[NH:39][N:38]=1)(=[O:6])[C:2]([CH3:5])([CH3:4])[CH3:3].C(=O)([O-])[O-].[Cs+].[Cs+].I[CH:68]([CH3:70])[CH3:69], predict the reaction product. The product is: [CH:68]([N:39]1[C:40]2=[N:41][CH:42]=[CH:43][C:44]([CH2:46][CH2:47][C:48]3[CH:49]=[CH:50][C:51]([O:54][C:55](=[O:60])[C:56]([CH3:59])([CH3:58])[CH3:57])=[CH:52][CH:53]=3)=[C:45]2[C:37]([O:36][C@@H:9]2[O:10][C@H:11]([CH2:28][O:29][C:30](=[O:35])[C:31]([CH3:33])([CH3:34])[CH3:32])[C@@H:12]([O:21][C:22](=[O:27])[C:23]([CH3:26])([CH3:25])[CH3:24])[C@H:13]([O:14][C:15](=[O:20])[C:16]([CH3:17])([CH3:19])[CH3:18])[C@H:8]2[O:7][C:1](=[O:6])[C:2]([CH3:3])([CH3:4])[CH3:5])=[N:38]1)([CH3:70])[CH3:69].